From a dataset of Forward reaction prediction with 1.9M reactions from USPTO patents (1976-2016). Predict the product of the given reaction. (1) Given the reactants [Cl:1][C:2]1[CH:3]=[C:4]2[C:9](=[CH:10][C:11]=1[OH:12])[O:8][CH2:7][CH2:6][CH:5]2[C:13]([OH:15])=[O:14].S(=O)(=O)(O)O.[CH2:21](O)[CH3:22], predict the reaction product. The product is: [Cl:1][C:2]1[CH:3]=[C:4]2[C:9](=[CH:10][C:11]=1[OH:12])[O:8][CH2:7][CH2:6][CH:5]2[C:13]([O:15][CH2:21][CH3:22])=[O:14]. (2) Given the reactants [CH3:1][O:2][C:3]1[CH:8]=[CH:7][CH:6]=[C:5]([C:9]([CH3:16])([CH3:15])[CH2:10][O:11][CH2:12]OC)[CH:4]=1.O, predict the reaction product. The product is: [CH3:1][O:2][C:3]1[CH:4]=[C:5]2[C:6](=[CH:7][CH:8]=1)[CH2:12][O:11][CH2:10][C:9]2([CH3:16])[CH3:15]. (3) Given the reactants [CH3:1][O:2][C:3]1[CH:4]=[C:5]([C:11]2[C@@H:20]3[C@@H:15]([CH2:16][CH2:17][CH2:18][CH2:19]3)[C:14](=[O:21])[N:13]([CH:22]3[CH2:27][CH2:26][N:25]([C:28](=[O:46])[C@@H:29]([NH:38]C(=O)OC(C)(C)C)[CH2:30][C:31]4[CH:36]=[CH:35][C:34]([F:37])=[CH:33][CH:32]=4)[CH2:24][CH2:23]3)[N:12]=2)[CH:6]=[CH:7][C:8]=1[O:9][CH3:10].FC(F)(F)C(O)=O.C(=O)(O)[O-].[Na+], predict the reaction product. The product is: [NH2:38][C@@H:29]([CH2:30][C:31]1[CH:32]=[CH:33][C:34]([F:37])=[CH:35][CH:36]=1)[C:28]([N:25]1[CH2:24][CH2:23][CH:22]([N:13]2[N:12]=[C:11]([C:5]3[CH:6]=[CH:7][C:8]([O:9][CH3:10])=[C:3]([O:2][CH3:1])[CH:4]=3)[C@@H:20]3[C@@H:15]([CH2:16][CH2:17][CH2:18][CH2:19]3)[C:14]2=[O:21])[CH2:27][CH2:26]1)=[O:46]. (4) Given the reactants Cl[C:2]1[CH:7]=[CH:6][N:5]=[C:4]([C:8]2[CH:9]=[N:10][N:11]3[CH:16]=[CH:15][CH:14]=[CH:13][C:12]=23)[N:3]=1.[NH2:17][C@@H:18]1[CH2:23][CH2:22][CH2:21][N:20]([C:24]([O:26][C:27]([CH3:30])([CH3:29])[CH3:28])=[O:25])[CH2:19]1, predict the reaction product. The product is: [N:10]1[N:11]2[CH:16]=[CH:15][CH:14]=[CH:13][C:12]2=[C:8]([C:4]2[N:3]=[C:2]([NH:17][C@@H:18]3[CH2:23][CH2:22][CH2:21][N:20]([C:24]([O:26][C:27]([CH3:30])([CH3:29])[CH3:28])=[O:25])[CH2:19]3)[CH:7]=[CH:6][N:5]=2)[CH:9]=1.